Dataset: Retrosynthesis with 50K atom-mapped reactions and 10 reaction types from USPTO. Task: Predict the reactants needed to synthesize the given product. (1) Given the product CC(C)(C)OC(=O)NC1CCN(CCc2coc3ccccc23)CC1, predict the reactants needed to synthesize it. The reactants are: CC(C)(C)OC(=O)NC1CCNCC1.O=CCc1coc2ccccc12. (2) Given the product O=C(NCCn1cc(C(c2ccccc2)c2ccccc2)ccc1=O)c1cccc2[nH]ccc12, predict the reactants needed to synthesize it. The reactants are: NCCn1cc(C(c2ccccc2)c2ccccc2)ccc1=O.O=C(O)c1cccc2[nH]ccc12.